From a dataset of Reaction yield outcomes from USPTO patents with 853,638 reactions. Predict the reaction yield, written as a fraction of the theoretical maximum amount of product (1.0 means a 100% yield; for example, 0.34 means a 34% yield). The reactants are C(C1C=CC([C@H]2C[C@@H](C(F)(F)F)N3N=CC(C(O)=O)=C3N2)=CC=1)C.[CH2:25]([C:27]1[CH:32]=[CH:31][C:30]([C@H:33]2[CH2:38][C@@H:37]([CH:39]([CH3:41])[CH3:40])[N:36]3[N:42]=[CH:43][C:44]([C:45]([O:47]CC)=[O:46])=[C:35]3[NH:34]2)=[CH:29][CH:28]=1)[CH3:26].[OH-].[K+]. No catalyst specified. The product is [CH2:25]([C:27]1[CH:32]=[CH:31][C:30]([C@H:33]2[CH2:38][C@@H:37]([CH:39]([CH3:41])[CH3:40])[N:36]3[N:42]=[CH:43][C:44]([C:45]([OH:47])=[O:46])=[C:35]3[NH:34]2)=[CH:29][CH:28]=1)[CH3:26]. The yield is 1.00.